This data is from Forward reaction prediction with 1.9M reactions from USPTO patents (1976-2016). The task is: Predict the product of the given reaction. (1) Given the reactants [CH3:1][O:2][C:3]([C:5]1[C:6]([C:10]([F:13])([F:12])[F:11])=[N:7][NH:8][CH:9]=1)=[O:4].[CH:14]1([CH2:20]Br)[CH2:19][CH2:18][CH2:17][CH2:16][CH2:15]1.[H-].[Na+], predict the reaction product. The product is: [CH3:1][O:2][C:3]([C:5]1[C:6]([C:10]([F:13])([F:11])[F:12])=[N:7][N:8]([CH2:20][CH:14]2[CH2:19][CH2:18][CH2:17][CH2:16][CH2:15]2)[CH:9]=1)=[O:4]. (2) Given the reactants [Cl:1][C:2]1[CH:22]=[C:21](C(C)C)[CH:20]=[CH:19][C:3]=1[C:4]([NH:6][C:7]1[CH:8]=[CH:9][C:10]2[C:14]([CH3:16])([CH3:15])[O:13][B:12]([OH:17])[C:11]=2[CH:18]=1)=[O:5].[CH2:26]([Sn](CCCC)(CCCC)CCCC)[CH:27]=[CH2:28], predict the reaction product. The product is: [Cl:1][C:2]1[CH:22]=[C:21]([CH2:26][CH2:27][CH3:28])[CH:20]=[CH:19][C:3]=1[C:4]([NH:6][C:7]1[CH:8]=[CH:9][C:10]2[C:14]([CH3:15])([CH3:16])[O:13][B:12]([OH:17])[C:11]=2[CH:18]=1)=[O:5].